This data is from Full USPTO retrosynthesis dataset with 1.9M reactions from patents (1976-2016). The task is: Predict the reactants needed to synthesize the given product. (1) Given the product [Cl:1][C:2]1[CH:3]=[C:4]([CH:9]=[C:10]([Cl:12])[N:11]=1)[C:5]([NH:13][NH2:14])=[O:6], predict the reactants needed to synthesize it. The reactants are: [Cl:1][C:2]1[CH:3]=[C:4]([CH:9]=[C:10]([Cl:12])[N:11]=1)[C:5](OC)=[O:6].[NH2:13][NH2:14]. (2) Given the product [NH:40]1[C:48]2[C:43](=[CH:44][CH:45]=[CH:46][CH:47]=2)[C:42]([C:49]2[CH:50]=[C:51]([CH:54]=[CH:55][CH:56]=2)[C:52]#[N:53])=[CH:41]1.[NH:66]1[C:74]2[C:69](=[CH:70][CH:71]=[CH:72][CH:73]=2)[C:68]([C:75]2[CH:76]=[C:77]([CH:81]=[CH:82][CH:83]=2)[C:78]([NH2:80])=[O:79])=[CH:67]1, predict the reactants needed to synthesize it. The reactants are: C1(S(N2C3C(=CC=CC=3)C(Br)=C2)(=O)=O)C=CC=CC=1.C(C1C=C(B(O)O)C=CC=1)#N.C1(S([N:40]2[C:48]3[C:43](=[CH:44][CH:45]=[CH:46][CH:47]=3)[C:42]([C:49]3[CH:50]=[C:51]([CH:54]=[CH:55][CH:56]=3)[C:52]#[N:53])=[CH:41]2)(=O)=O)C=CC=CC=1.C1(S([N:66]2[C:74]3[C:69](=[CH:70][CH:71]=[CH:72][CH:73]=3)[C:68]([C:75]3[CH:76]=[C:77]([CH:81]=[CH:82][CH:83]=3)[C:78]([NH2:80])=[O:79])=[CH:67]2)(=O)=O)C=CC=CC=1.[OH-].[K+]. (3) Given the product [CH3:15][C:3]1[CH:4]=[C:5]([O:9][CH2:10][C:11]#[C:12][CH2:13][CH3:14])[CH:6]=[C:7]([CH3:8])[C:2]=1[CH:29]=[O:30], predict the reactants needed to synthesize it. The reactants are: Br[C:2]1[C:7]([CH3:8])=[CH:6][C:5]([O:9][CH2:10][C:11]#[C:12][CH2:13][CH3:14])=[CH:4][C:3]=1[CH3:15].C([Li])(CC)C.CCCCCC.CN(C)[CH:29]=[O:30].[Cl-].[NH4+].